From a dataset of Forward reaction prediction with 1.9M reactions from USPTO patents (1976-2016). Predict the product of the given reaction. (1) Given the reactants [Br:1][C:2]1[CH:7]=[CH:6][C:5]([CH:8]2[CH2:10][O:9]2)=[CH:4][C:3]=1[Cl:11].[NH2:12][CH2:13][CH2:14][OH:15], predict the reaction product. The product is: [Br:1][C:2]1[CH:7]=[CH:6][C:5]([CH:8]([OH:9])[CH2:10][NH:12][CH2:13][CH2:14][OH:15])=[CH:4][C:3]=1[Cl:11]. (2) Given the reactants [CH:1]1([O:7][C:8]2[CH:13]=[CH:12][C:11](I)=[CH:10][N:9]=2)[CH2:6][CH2:5][CH2:4][CH2:3][CH2:2]1.[C:15]1([C:21]#[CH:22])[CH:20]=[CH:19][CH:18]=[CH:17][CH:16]=1, predict the reaction product. The product is: [CH:1]1([O:7][C:8]2[CH:13]=[CH:12][C:11]([C:22]#[C:21][C:15]3[CH:20]=[CH:19][CH:18]=[CH:17][CH:16]=3)=[CH:10][N:9]=2)[CH2:6][CH2:5][CH2:4][CH2:3][CH2:2]1. (3) Given the reactants [NH:1]1[C:9]2[C:4](=[CH:5][CH:6]=[CH:7][CH:8]=2)[C:3]2([CH2:13][O:12][C:11]3[CH:14]=[C:15]4[C:19](=[CH:20][C:10]2=3)[CH2:18][CH2:17][O:16]4)[C:2]1=[O:21].CC1C2C=C3C4(C5C(=CC=CC=5)NC4=O)COC3=CC=2ON=1.Cl[CH2:45][C:46]1[CH:51]=[CH:50][C:49]([C:52]2[CH:57]=[CH:56][CH:55]=[CH:54][N:53]=2)=[CH:48][CH:47]=1.BrCC1OC(C(F)(F)F)=CC=1, predict the reaction product. The product is: [N:53]1[CH:54]=[CH:55][CH:56]=[CH:57][C:52]=1[C:49]1[CH:48]=[CH:47][C:46]([CH2:45][N:1]2[C:9]3[C:4](=[CH:5][CH:6]=[CH:7][CH:8]=3)[C:3]3([CH2:13][O:12][C:11]4[CH:14]=[C:15]5[C:19](=[CH:20][C:10]3=4)[CH2:18][CH2:17][O:16]5)[C:2]2=[O:21])=[CH:51][CH:50]=1. (4) Given the reactants [Br:1][C:2]1[N:7]=[C:6]([C@@:8]([NH:18][S@@](C(C)(C)C)=O)([CH2:11][C@H:12]([OH:17])[C:13]([F:16])([F:15])[F:14])[CH2:9][F:10])[C:5]([F:25])=[CH:4][CH:3]=1.Cl.C([O-])(O)=O.[Na+], predict the reaction product. The product is: [NH2:18][C@@:8]([C:6]1[C:5]([F:25])=[CH:4][CH:3]=[C:2]([Br:1])[N:7]=1)([CH2:9][F:10])[CH2:11][C@H:12]([OH:17])[C:13]([F:15])([F:14])[F:16]. (5) Given the reactants [C:1]1([C:7]([C:9]2[N:14]=[CH:13][C:12]([C:15]3[NH:19][C:18]([C:20]4[CH:21]=[N:22][CH:23]=[CH:24][CH:25]=4)=[N:17][CH:16]=3)=[CH:11][N:10]=2)=[O:8])[CH:6]=[CH:5][CH:4]=[CH:3][CH:2]=1.[BH4-].[Na+], predict the reaction product. The product is: [C:1]1([CH:7]([C:9]2[N:14]=[CH:13][C:12]([C:15]3[NH:19][C:18]([C:20]4[CH:21]=[N:22][CH:23]=[CH:24][CH:25]=4)=[N:17][CH:16]=3)=[CH:11][N:10]=2)[OH:8])[CH:2]=[CH:3][CH:4]=[CH:5][CH:6]=1. (6) Given the reactants Cl.[NH2:2][C:3](=[O:32])[CH:4]([OH:31])[CH:5]([NH:13][C:14](=[O:30])[C:15]1[CH:20]=[CH:19][CH:18]=[N:17][C:16]=1[N:21]1[CH:29]=[C:28]2[C:23]([CH2:24][NH:25][CH2:26][CH2:27]2)=[N:22]1)[CH2:6][C:7]1[CH:12]=[CH:11][CH:10]=[CH:9][CH:8]=1.CO.[C:35](O)(=O)[CH3:36], predict the reaction product. The product is: [NH2:2][C:3](=[O:32])[CH:4]([OH:31])[CH:5]([NH:13][C:14](=[O:30])[C:15]1[CH:20]=[CH:19][CH:18]=[N:17][C:16]=1[N:21]1[CH:29]=[C:28]2[C:23]([CH2:24][N:25]([CH2:35][CH3:36])[CH2:26][CH2:27]2)=[N:22]1)[CH2:6][C:7]1[CH:8]=[CH:9][CH:10]=[CH:11][CH:12]=1. (7) Given the reactants C(OC(=O)[NH:7][C:8]1[CH:13]=[CH:12][C:11]([C:14]([F:17])([F:16])[F:15])=[CH:10][C:9]=1[NH2:18])(C)(C)C.C(O[C:25](=[O:42])[CH2:26][C:27]([C:29]1[CH:34]=[CH:33][CH:32]=[C:31]([C:35]2[N:40]=[N:39][C:38]([CH3:41])=[N:37][CH:36]=2)[CH:30]=1)=O)(C)(C)C, predict the reaction product. The product is: [CH3:41][C:38]1[N:39]=[N:40][C:35]([C:31]2[CH:30]=[C:29]([C:27]3[CH2:26][C:25](=[O:42])[NH:18][C:9]4[CH:10]=[C:11]([C:14]([F:15])([F:16])[F:17])[CH:12]=[CH:13][C:8]=4[N:7]=3)[CH:34]=[CH:33][CH:32]=2)=[CH:36][N:37]=1. (8) Given the reactants [Cl:1][C:2]1[CH:3]=[C:4]([O:31][CH2:32][C:33]2[C:38]([F:39])=[CH:37][CH:36]=[CH:35][C:34]=2[F:40])[C:5]2[N:6]([C:8]([C:12]([NH:14][CH:15]3[C:23]4[C:18](=[CH:19][CH:20]=[CH:21][CH:22]=4)[N:17](C(OC(C)(C)C)=O)[CH2:16]3)=[O:13])=[C:9]([CH3:11])[N:10]=2)[CH:7]=1.Cl, predict the reaction product. The product is: [Cl:1][C:2]1[CH:3]=[C:4]([O:31][CH2:32][C:33]2[C:34]([F:40])=[CH:35][CH:36]=[CH:37][C:38]=2[F:39])[C:5]2[N:6]([C:8]([C:12]([NH:14][CH:15]3[C:23]4[C:18](=[CH:19][CH:20]=[CH:21][CH:22]=4)[NH:17][CH2:16]3)=[O:13])=[C:9]([CH3:11])[N:10]=2)[CH:7]=1. (9) Given the reactants [Cl:1][C:2]1[CH:7]=[CH:6][C:5]([C:8]2[O:9][CH:10]=[C:11]([CH2:13][CH2:14][NH2:15])[N:12]=2)=[CH:4][CH:3]=1.[F:16][C:17]([F:33])([F:32])[C:18]1[O:22][N:21]=[C:20]([C:23]2[CH:24]=[N:25][CH:26]=[C:27]([CH:31]=2)[C:28](O)=[O:29])[N:19]=1, predict the reaction product. The product is: [Cl:1][C:2]1[CH:3]=[CH:4][C:5]([C:8]2[O:9][CH:10]=[C:11]([CH2:13][CH2:14][NH:15][C:28](=[O:29])[C:27]3[CH:31]=[C:23]([C:20]4[N:19]=[C:18]([C:17]([F:33])([F:32])[F:16])[O:22][N:21]=4)[CH:24]=[N:25][CH:26]=3)[N:12]=2)=[CH:6][CH:7]=1.